Dataset: Forward reaction prediction with 1.9M reactions from USPTO patents (1976-2016). Task: Predict the product of the given reaction. (1) Given the reactants [N:1]1[CH:6]=[CH:5][CH:4]=[C:3]2[CH2:7][CH2:8][CH2:9][CH2:10][CH2:11][C:2]=12.C1C=C(Cl)C=C(C(OO)=[O:20])C=1, predict the reaction product. The product is: [N+:1]1([O-:20])[CH:6]=[CH:5][CH:4]=[C:3]2[CH2:7][CH2:8][CH2:9][CH2:10][CH2:11][C:2]=12. (2) Given the reactants C([O:3][C:4]([C:6]1[C:14]2[C:9](=[CH:10][C:11]([CH3:24])=[C:12]([C:15]3[CH:20]=[CH:19][C:18]([O:21][CH3:22])=[CH:17][C:16]=3[F:23])[CH:13]=2)[NH:8][N:7]=1)=[O:5])C.[Li+].[OH-].Cl, predict the reaction product. The product is: [F:23][C:16]1[CH:17]=[C:18]([O:21][CH3:22])[CH:19]=[CH:20][C:15]=1[C:12]1[CH:13]=[C:14]2[C:9](=[CH:10][C:11]=1[CH3:24])[NH:8][N:7]=[C:6]2[C:4]([OH:5])=[O:3]. (3) Given the reactants [F:1][C:2]1[CH:8]=[CH:7][C:6]([F:9])=[CH:5][C:3]=1[NH2:4].Br[CH:11]([C:17]1[CH:22]=[CH:21][CH:20]=[CH:19][CH:18]=1)[C:12]([O:14][CH2:15][CH3:16])=[O:13].CCN(C(C)C)C(C)C, predict the reaction product. The product is: [CH2:15]([O:14][C:12](=[O:13])[CH:11]([NH:4][C:3]1[CH:5]=[C:6]([F:9])[CH:7]=[CH:8][C:2]=1[F:1])[C:17]1[CH:22]=[CH:21][CH:20]=[CH:19][CH:18]=1)[CH3:16]. (4) Given the reactants [O:1]1[C:9]2[CH2:8][CH2:7][NH:6][CH2:5][C:4]=2[N:3]=[C:2]1[C:10]1[CH:15]=[CH:14][C:13]([OH:16])=[CH:12][CH:11]=1.C(N([CH2:22][CH3:23])CC)C.[C:24](Cl)(=[O:26])[CH3:25].[OH2:28].[Cl:29][CH2:30][Cl:31], predict the reaction product. The product is: [Cl:29][CH2:30][Cl:31].[CH3:2][OH:1].[NH3:3].[C:24]([O:16][C:13]1[CH:14]=[CH:15][C:10]([C:2]2[O:1][C:9]3[CH2:8][CH2:7][N:6]([C:22](=[O:28])[CH3:23])[CH2:5][C:4]=3[N:3]=2)=[CH:11][CH:12]=1)(=[O:26])[CH3:25]. (5) Given the reactants C(OC(N(C(OC(C)(C)C)=O)C1C2C(=CC(NC(C3C=CC(CC(O)CC)=CC=3)C([NH:23][CH2:24][C:25]3[CH:30]=[CH:29][CH:28]=[C:27]([N+:31]([O-:33])=[O:32])[CH:26]=3)=O)=CC=2)C=CN=1)=O)(C)(C)C.[C:52]([O:56][C:57]([N:59]([C:92]([O:94][C:95]([CH3:98])([CH3:97])[CH3:96])=[O:93])[C:60]1[C:69]2[C:64](=[CH:65][C:66]([NH:70][CH:71]([C:75]3[CH:80]=[CH:79][C:78]([CH2:81][CH:82]([O:84][Si:85]([C:88]([CH3:91])([CH3:90])[CH3:89])([CH3:87])[CH3:86])[CH3:83])=[CH:77][CH:76]=3)[C:72]([OH:74])=O)=[CH:67][CH:68]=2)[CH:63]=[CH:62][N:61]=1)=[O:58])([CH3:55])([CH3:54])[CH3:53], predict the reaction product. The product is: [C:52]([O:56][C:57]([N:59]([C:92]([O:94][C:95]([CH3:97])([CH3:96])[CH3:98])=[O:93])[C:60]1[C:69]2[C:68](=[CH:67][C:66]([NH:70][CH:71]([C:75]3[CH:76]=[CH:77][C:78]([CH2:81][CH:82]([O:84][Si:85]([C:88]([CH3:89])([CH3:91])[CH3:90])([CH3:87])[CH3:86])[CH3:83])=[CH:79][CH:80]=3)[C:72]([NH:23][CH2:24][C:25]3[CH:30]=[CH:29][CH:28]=[C:27]([N+:31]([O-:33])=[O:32])[CH:26]=3)=[O:74])=[CH:65][CH:64]=2)[CH:63]=[CH:62][N:61]=1)=[O:58])([CH3:53])([CH3:55])[CH3:54]. (6) Given the reactants Cl[C:2]1[C:11]2[C:6](=[CH:7][C:8]([Cl:12])=[CH:9][CH:10]=2)[N:5]=[CH:4][CH:3]=1.[NH:13]1[CH2:18][CH2:17][NH:16][CH2:15][CH2:14]1.C(=O)([O-])[O-].[K+].[K+], predict the reaction product. The product is: [Cl:12][C:8]1[CH:7]=[C:6]2[C:11]([C:2]([N:13]3[CH2:18][CH2:17][NH:16][CH2:15][CH2:14]3)=[CH:3][CH:4]=[N:5]2)=[CH:10][CH:9]=1. (7) Given the reactants CO[C:3]1[CH:19]=[C:18]([NH:20][C:21]2[C:22]3[N:23]([CH:32]=[CH:33][N:34]=3)[C:24]([C:27]3[CH:28]=[N:29][NH:30][CH:31]=3)=[CH:25][N:26]=2)[CH:17]=[CH:16][C:4]=1C(NCC1C=NC(C)=CC=1)=O.BrC1N2C=CN=C2C(NC2C=CC([CH:52]3[CH2:57][CH2:56][N:55]([CH:58]([CH3:60])[CH3:59])[CH2:54][CH2:53]3)=CC=2)=NC=1, predict the reaction product. The product is: [CH:58]([N:55]1[CH2:56][CH2:57][CH:52]([C:4]2[CH:3]=[CH:19][C:18]([NH:20][C:21]3[C:22]4[N:23]([CH:32]=[CH:33][N:34]=4)[C:24]([C:27]4[CH:28]=[N:29][NH:30][CH:31]=4)=[CH:25][N:26]=3)=[CH:17][CH:16]=2)[CH2:53][CH2:54]1)([CH3:60])[CH3:59].